Dataset: Peptide-MHC class I binding affinity with 185,985 pairs from IEDB/IMGT. Task: Regression. Given a peptide amino acid sequence and an MHC pseudo amino acid sequence, predict their binding affinity value. This is MHC class I binding data. (1) The peptide sequence is NAAISDYDYY. The MHC is HLA-A30:02 with pseudo-sequence HLA-A30:02. The binding affinity (normalized) is 0.481. (2) The peptide sequence is ILDDNLYKV. The MHC is H-2-Db with pseudo-sequence H-2-Db. The binding affinity (normalized) is 0.